This data is from Full USPTO retrosynthesis dataset with 1.9M reactions from patents (1976-2016). The task is: Predict the reactants needed to synthesize the given product. (1) The reactants are: [CH2:1]([N:8]1[C:12]([C@H:13]([NH:18]C(=O)OC(C)(C)C)[C:14]([CH3:17])([CH3:16])[CH3:15])=[N:11][C:10]([C:26]2[CH:31]=[C:30]([F:32])[CH:29]=[CH:28][C:27]=2[F:33])=[N:9]1)[C:2]1[CH:7]=[CH:6][CH:5]=[CH:4][CH:3]=1.C(O)(C(F)(F)F)=O. Given the product [CH2:1]([N:8]1[C:12]([C@H:13]([NH2:18])[C:14]([CH3:17])([CH3:16])[CH3:15])=[N:11][C:10]([C:26]2[CH:31]=[C:30]([F:32])[CH:29]=[CH:28][C:27]=2[F:33])=[N:9]1)[C:2]1[CH:7]=[CH:6][CH:5]=[CH:4][CH:3]=1, predict the reactants needed to synthesize it. (2) Given the product [CH2:9]([O:8][C:6]([NH:16][C@@H:17]([CH2:18][CH2:19][CH2:20][CH2:21][NH:22][C:1](=[O:4])[CH:2]=[CH2:3])[C:23]([OH:25])=[O:24])=[O:7])[C:10]1[CH:15]=[CH:14][CH:13]=[CH:12][CH:11]=1, predict the reactants needed to synthesize it. The reactants are: [C:1](Cl)(=[O:4])[CH:2]=[CH2:3].[C:6]([NH:16][C@H:17]([C:23]([OH:25])=[O:24])[CH2:18][CH2:19][CH2:20][CH2:21][NH2:22])([O:8][CH2:9][C:10]1[CH:15]=[CH:14][CH:13]=[CH:12][CH:11]=1)=[O:7]. (3) Given the product [ClH:36].[CH3:1][N:2]([C:3]1[C:12]2[C:7](=[CH:8][CH:9]=[CH:10][CH:11]=2)[C:6]([N:13]2[CH2:14][CH2:15][NH:16][CH2:17][CH2:18]2)=[CH:5][CH:4]=1)[S:26]([C:29]1[CH:34]=[CH:33][C:32]([CH3:35])=[CH:31][CH:30]=1)(=[O:27])=[O:28], predict the reactants needed to synthesize it. The reactants are: [CH3:1][N:2]([S:26]([C:29]1[CH:34]=[CH:33][C:32]([CH3:35])=[CH:31][CH:30]=1)(=[O:28])=[O:27])[C:3]1[C:12]2[C:7](=[CH:8][CH:9]=[CH:10][CH:11]=2)[C:6]([N:13]2[CH2:18][CH2:17][N:16](C(OC(C)(C)C)=O)[CH2:15][CH2:14]2)=[CH:5][CH:4]=1.[ClH:36]. (4) The reactants are: [O:1]1[CH:6]=[CH:5][CH2:4][CH2:3][CH2:2]1.[Br:7][CH2:8][CH2:9][CH2:10][C:11]([CH3:20])([C:14]1[CH:19]=[CH:18][CH:17]=[CH:16][CH:15]=1)[CH2:12][OH:13]. Given the product [Br:7][CH2:8][CH2:9][CH2:10][C:11]([CH3:20])([C:14]1[CH:19]=[CH:18][CH:17]=[CH:16][CH:15]=1)[CH2:12][O:13][CH:6]1[CH2:5][CH2:4][CH2:3][CH2:2][O:1]1, predict the reactants needed to synthesize it.